Predict the product of the given reaction. From a dataset of Forward reaction prediction with 1.9M reactions from USPTO patents (1976-2016). Given the reactants [CH3:1][C:2]1[C:10]2[C:5](=[CH:6][CH:7]=[CH:8][C:9]=2[O:11][CH2:12][C:13]2[CH:18]=[CH:17][CH:16]=[CH:15][CH:14]=2)[NH:4][N:3]=1.[CH2:19]([O:26][C:27]1[CH:32]=[CH:31][C:30](B(O)O)=[CH:29][C:28]=1[F:36])[C:20]1[CH:25]=[CH:24][CH:23]=[CH:22][CH:21]=1.N1C=CC=CC=1, predict the reaction product. The product is: [F:36][C:28]1[CH:29]=[C:30]([N:4]2[C:5]3[C:10](=[C:9]([O:11][CH2:12][C:13]4[CH:18]=[CH:17][CH:16]=[CH:15][CH:14]=4)[CH:8]=[CH:7][CH:6]=3)[C:2]([CH3:1])=[N:3]2)[CH:31]=[CH:32][C:27]=1[O:26][CH2:19][C:20]1[CH:25]=[CH:24][CH:23]=[CH:22][CH:21]=1.